Dataset: Catalyst prediction with 721,799 reactions and 888 catalyst types from USPTO. Task: Predict which catalyst facilitates the given reaction. (1) Reactant: [CH3:1][C:2]([CH3:16])([CH3:15])[C:3]#[C:4][C:5]1[CH:6]=[CH:7][C:8]([C:11]([O:13]C)=[O:12])=[N:9][CH:10]=1.[OH-].[Li+].CO. Product: [CH3:1][C:2]([CH3:16])([CH3:15])[C:3]#[C:4][C:5]1[CH:6]=[CH:7][C:8]([C:11]([OH:13])=[O:12])=[N:9][CH:10]=1. The catalyst class is: 6. (2) Reactant: [F-].C([N+](CCCC)(CCCC)CCCC)CCC.[Si]([O:36][CH2:37][CH2:38][O:39][CH2:40][C@H:41]([O:52][C:53]1[N:58]=[CH:57][N:56]=[C:55]2[N:59]([C:62]3[CH:67]=[C:66]([CH3:68])[CH:65]=[CH:64][C:63]=3[CH3:69])[N:60]=[CH:61][C:54]=12)[C:42]([NH:44][C:45]1[CH:50]=[CH:49][C:48]([Cl:51])=[CH:47][N:46]=1)=[O:43])(C(C)(C)C)(C1C=CC=CC=1)C1C=CC=CC=1. Product: [Cl:51][C:48]1[CH:49]=[CH:50][C:45]([NH:44][C:42](=[O:43])[C@@H:41]([O:52][C:53]2[N:58]=[CH:57][N:56]=[C:55]3[N:59]([C:62]4[CH:67]=[C:66]([CH3:68])[CH:65]=[CH:64][C:63]=4[CH3:69])[N:60]=[CH:61][C:54]=23)[CH2:40][O:39][CH2:38][CH2:37][OH:36])=[N:46][CH:47]=1. The catalyst class is: 1. (3) Reactant: Cl[CH2:2][CH2:3][CH2:4][CH2:5][N:6]1[C:10]2[CH:11]=[CH:12][CH:13]=[CH:14][C:9]=2[N:8]=[CH:7]1.[N:15]1[CH:20]=[CH:19][C:18]([CH:21]2[CH2:26][CH2:25][NH:24][CH2:23][CH2:22]2)=[CH:17][CH:16]=1.C(N(C(C)C)CC)(C)C.[I-].[K+]. The catalyst class is: 10. Product: [N:6]1([CH2:5][CH2:4][CH2:3][CH2:2][N:24]2[CH2:25][CH2:26][CH:21]([C:18]3[CH:17]=[CH:16][N:15]=[CH:20][CH:19]=3)[CH2:22][CH2:23]2)[C:10]2[CH:11]=[CH:12][CH:13]=[CH:14][C:9]=2[N:8]=[CH:7]1. (4) Reactant: [Br:1][C:2]1[CH:7]=[CH:6][C:5]([NH:8][C:9]2[C:14]([C:15]([OH:17])=[O:16])=[CH:13][N:12]=[C:11]([Cl:18])[CH:10]=2)=[C:4]([Cl:19])[CH:3]=1.C1C(=O)N([Cl:27])C(=O)C1.S(S([O-])=O)([O-])(=O)=O.[Na+].[Na+]. Product: [Br:1][C:2]1[CH:7]=[CH:6][C:5]([NH:8][C:9]2[C:14]([C:15]([OH:17])=[O:16])=[CH:13][N:12]=[C:11]([Cl:18])[C:10]=2[Cl:27])=[C:4]([Cl:19])[CH:3]=1. The catalyst class is: 18. (5) Reactant: Cl.[N+:2]([C:5]1[CH:10]=[CH:9][C:8]([C:11]2[S:15][C:14]([CH:16]3[CH2:21][CH2:20][NH:19][CH2:18][CH2:17]3)=[N:13][CH:12]=2)=[CH:7][CH:6]=1)([O-:4])=[O:3].C(N(CC)CC)C.[CH3:29][S:30](Cl)(=[O:32])=[O:31]. Product: [CH3:29][S:30]([N:19]1[CH2:20][CH2:21][CH:16]([C:14]2[S:15][C:11]([C:8]3[CH:7]=[CH:6][C:5]([N+:2]([O-:4])=[O:3])=[CH:10][CH:9]=3)=[CH:12][N:13]=2)[CH2:17][CH2:18]1)(=[O:32])=[O:31]. The catalyst class is: 2. (6) Reactant: [OH-].[Na+].C([O:6][C:7]1[CH:31]=[CH:30][C:29]([C:32]2[O:33][CH:34]=[CH:35][CH:36]=2)=[CH:28][C:8]=1[C:9]([NH:11][C:12]1[CH:21]=[C:20]([C:22]2[CH:27]=[CH:26][CH:25]=[CH:24][CH:23]=2)[CH:19]=[CH:18][C:13]=1[C:14]([O:16]C)=[O:15])=[O:10])(=O)C.Cl. Product: [O:33]1[CH:34]=[CH:35][CH:36]=[C:32]1[C:29]1[CH:30]=[CH:31][C:7]([OH:6])=[C:8]([CH:28]=1)[C:9]([NH:11][C:12]1[CH:21]=[C:20]([C:22]2[CH:23]=[CH:24][CH:25]=[CH:26][CH:27]=2)[CH:19]=[CH:18][C:13]=1[C:14]([OH:16])=[O:15])=[O:10]. The catalyst class is: 12.